Dataset: Reaction yield outcomes from USPTO patents with 853,638 reactions. Task: Predict the reaction yield, written as a fraction of the theoretical maximum amount of product (1.0 means a 100% yield; for example, 0.34 means a 34% yield). (1) The reactants are CO[C:3](=O)[CH2:4][CH2:5][NH:6][CH2:7][CH3:8].[CH2:10]1[C:18]2[C:13](=[CH:14][CH:15]=[CH:16][CH:17]=2)[CH2:12][C:11]1=[O:19]. The catalyst is C1(C)C=CC=CC=1. The product is [CH2:7]([N:6]1[C:11](=[O:19])[CH2:10][CH2:18][C:17]2[C:16]3[CH:15]=[CH:14][CH:13]=[CH:12][C:3]=3[CH2:4][C:5]1=2)[CH3:8]. The yield is 0.270. (2) The reactants are [Cl:1][C:2]1[CH:29]=[CH:28][CH:27]=[C:26]([C:30]([F:33])([F:32])[F:31])[C:3]=1[C:4]([N:6]1[C:14]2[C:9](=[N:10][CH:11]=[CH:12][CH:13]=2)[C:8]([C:15]2[CH2:20][CH2:19][CH:18]([C:21]([O:23][CH2:24][CH3:25])=[O:22])[CH2:17][CH:16]=2)=[N:7]1)=[O:5]. The catalyst is CCOC(C)=O.[Pd]. The product is [Cl:1][C:2]1[CH:29]=[CH:28][CH:27]=[C:26]([C:30]([F:32])([F:33])[F:31])[C:3]=1[C:4]([N:6]1[C:14]2[C:9](=[N:10][CH:11]=[CH:12][CH:13]=2)[C:8]([CH:15]2[CH2:16][CH2:17][CH:18]([C:21]([O:23][CH2:24][CH3:25])=[O:22])[CH2:19][CH2:20]2)=[N:7]1)=[O:5]. The yield is 0.990. (3) No catalyst specified. The product is [Br:32][C:15]1[C:14]2[C:18](=[CH:19][C:8]([C:3]3[CH:4]=[CH:5][CH:6]=[CH:7][C:2]=3[Cl:1])=[C:9]3[C:13]=2[C:12](=[O:30])[NH:11][C:10]3=[O:31])[N:17]([CH2:20][CH2:21][CH2:22][O:23][CH2:24][CH2:25][O:26][CH3:27])[C:16]=1[CH:28]=[O:29]. The reactants are [Cl:1][C:2]1[CH:7]=[CH:6][CH:5]=[CH:4][C:3]=1[C:8]1[CH:19]=[C:18]2[C:14]([CH:15]=[C:16]([CH:28]=[O:29])[N:17]2[CH2:20][CH2:21][CH2:22][O:23][CH2:24][CH2:25][O:26][CH3:27])=[C:13]2[C:9]=1[C:10](=[O:31])[NH:11][C:12]2=[O:30].[Br:32]Br. The yield is 0.920. (4) The reactants are [Br:1][C:2]1[CH:11]=[CH:10][C:9]([OH:12])=[CH:8][C:3]=1[C:4]([O:6][CH3:7])=[O:5].C(=O)([O-])[O-].[Cs+].[Cs+].Cl[C:20]([F:26])([F:25])C(OC)=O. The catalyst is CN(C=O)C. The product is [Br:1][C:2]1[CH:11]=[CH:10][C:9]([O:12][CH:20]([F:26])[F:25])=[CH:8][C:3]=1[C:4]([O:6][CH3:7])=[O:5]. The yield is 0.350. (5) The reactants are [CH3:1][O:2][C:3]1[C:19]([N+:20]([O-])=O)=[CH:18][C:6]2[CH2:7][CH2:8][N:9]([CH2:12][C:13]([N:15]([CH3:17])[CH3:16])=[O:14])[CH2:10][CH2:11][C:5]=2[CH:4]=1. The catalyst is CO.[Pd]. The product is [NH2:20][C:19]1[C:3]([O:2][CH3:1])=[CH:4][C:5]2[CH2:11][CH2:10][N:9]([CH2:12][C:13]([N:15]([CH3:17])[CH3:16])=[O:14])[CH2:8][CH2:7][C:6]=2[CH:18]=1. The yield is 0.690.